From a dataset of Full USPTO retrosynthesis dataset with 1.9M reactions from patents (1976-2016). Predict the reactants needed to synthesize the given product. (1) The reactants are: [CH:1]1([C:6]2([O:33][CH3:34])[CH2:11][CH2:10][N:9]([C:12]3[CH:17]=[CH:16][C:15]([C:18]4[S:22][C:21]([C:23]5[CH:32]=[CH:31][C:26]([C:27]([O:29]C)=[O:28])=[CH:25][CH:24]=5)=[N:20][N:19]=4)=[CH:14][CH:13]=3)[CH2:8][CH2:7]2)[CH2:5][CH2:4][CH2:3][CH2:2]1.[OH-].[Na+].O.Cl. Given the product [CH:1]1([C:6]2([O:33][CH3:34])[CH2:7][CH2:8][N:9]([C:12]3[CH:13]=[CH:14][C:15]([C:18]4[S:22][C:21]([C:23]5[CH:24]=[CH:25][C:26]([C:27]([OH:29])=[O:28])=[CH:31][CH:32]=5)=[N:20][N:19]=4)=[CH:16][CH:17]=3)[CH2:10][CH2:11]2)[CH2:2][CH2:3][CH2:4][CH2:5]1, predict the reactants needed to synthesize it. (2) Given the product [Cl:17][C:18]1[CH:23]=[C:22]([NH:16][C:14]2[N:15]=[C:11]3[CH:10]=[CH:9][CH:8]=[C:7]([C:1]4[CH:2]=[CH:3][CH:4]=[CH:5][CH:6]=4)[N:12]3[N:13]=2)[CH:21]=[CH:20][N:19]=1, predict the reactants needed to synthesize it. The reactants are: [C:1]1([C:7]2[N:12]3[N:13]=[C:14]([NH2:16])[N:15]=[C:11]3[CH:10]=[CH:9][CH:8]=2)[CH:6]=[CH:5][CH:4]=[CH:3][CH:2]=1.[Cl:17][C:18]1[CH:23]=[C:22](I)[CH:21]=[CH:20][N:19]=1.C1(P(C2C=CC=CC=2)C2C3OC4C(=CC=CC=4P(C4C=CC=CC=4)C4C=CC=CC=4)C(C)(C)C=3C=CC=2)C=CC=CC=1.C(=O)([O-])[O-].[Cs+].[Cs+]. (3) Given the product [Br:26][CH2:25][C:2]1[CH:3]=[CH:4][CH:5]=[CH:6][C:1]=1[CH:7]([CH2:9][CH2:10][CH2:11][CH2:12][CH2:13][CH2:14][CH2:15][CH2:16][CH3:17])[CH3:8], predict the reactants needed to synthesize it. The reactants are: [C:1]1([CH:7]([CH2:9][CH2:10][CH2:11][CH2:12][CH2:13][CH2:14][CH2:15][CH2:16][CH3:17])[CH3:8])[CH:6]=[CH:5][CH:4]=[CH:3][CH:2]=1.S(=O)(=O)(O)O.CO[CH2:25][Br:26]. (4) Given the product [NH2:1][C:4]1[CH:12]=[C:11]([NH2:13])[CH:10]=[CH:9][C:5]=1[C:6]([N:27]1[CH2:28][CH2:29][N:24]([C:18]2[CH:19]=[CH:20][C:21]([CH3:23])=[CH:22][C:17]=2[CH3:16])[CH2:25][CH2:26]1)=[O:8], predict the reactants needed to synthesize it. The reactants are: [N+:1]([C:4]1[CH:12]=[C:11]([N+:13]([O-])=O)[CH:10]=[CH:9][C:5]=1[C:6]([OH:8])=O)([O-])=O.[CH3:16][C:17]1[CH:22]=[C:21]([CH3:23])[CH:20]=[CH:19][C:18]=1[N:24]1[CH2:29][CH2:28][NH:27][CH2:26][CH2:25]1.